From a dataset of Full USPTO retrosynthesis dataset with 1.9M reactions from patents (1976-2016). Predict the reactants needed to synthesize the given product. (1) Given the product [Cl:8][C:6]1[C:5]([N+:9]([O-:11])=[O:10])=[CH:4][C:3]2[O:12][C:14]([CH3:21])([CH3:20])[C:15](=[O:16])[NH:1][C:2]=2[CH:7]=1, predict the reactants needed to synthesize it. The reactants are: [NH2:1][C:2]1[CH:7]=[C:6]([Cl:8])[C:5]([N+:9]([O-:11])=[O:10])=[CH:4][C:3]=1[OH:12].Br[C:14]([CH3:21])([CH3:20])[C:15](OCC)=[O:16]. (2) Given the product [ClH:24].[Cl:24][C:21]1[CH:20]=[CH:19][C:18]([CH2:17][O:16][C:10]2[CH:9]=[C:8]3[C:13]([CH2:14][CH2:15][NH:6][CH2:7]3)=[CH:12][CH:11]=2)=[CH:23][CH:22]=1, predict the reactants needed to synthesize it. The reactants are: C(OC([N:6]1[CH2:15][CH2:14][C:13]2[C:8](=[CH:9][C:10]([O:16][CH2:17][C:18]3[CH:23]=[CH:22][C:21]([Cl:24])=[CH:20][CH:19]=3)=[CH:11][CH:12]=2)[CH2:7]1)=O)C. (3) Given the product [Cl:33][C:6]1[CH:5]=[N:4][CH:3]=[C:2]([Cl:1])[C:7]=1[NH:8][C:9]([C:11]1[C:19]2[C:18]3[CH:20]=[C:21]([NH:24][CH2:25][C:26]([OH:28])=[O:27])[CH:22]=[CH:23][C:17]=3[O:16][C:15]=2[C:14]([O:31][CH3:32])=[CH:13][CH:12]=1)=[O:10], predict the reactants needed to synthesize it. The reactants are: [Cl:1][C:2]1[CH:3]=[N:4][CH:5]=[C:6]([Cl:33])[C:7]=1[NH:8][C:9]([C:11]1[C:19]2[C:18]3[CH:20]=[C:21]([NH:24][CH2:25][C:26]([O:28]CC)=[O:27])[CH:22]=[CH:23][C:17]=3[O:16][C:15]=2[C:14]([O:31][CH3:32])=[CH:13][CH:12]=1)=[O:10].[OH-].[K+]. (4) The reactants are: [Br:1][C:2]1[CH:3]=[C:4]2[C:8](=[C:9]([C:11]([NH2:13])=[O:12])[CH:10]=1)[NH:7][CH:6]=[CH:5]2.[I:14]N1C(=O)CCC1=O. Given the product [Br:1][C:2]1[CH:3]=[C:4]2[C:8](=[C:9]([C:11]([NH2:13])=[O:12])[CH:10]=1)[NH:7][CH:6]=[C:5]2[I:14], predict the reactants needed to synthesize it.